This data is from Full USPTO retrosynthesis dataset with 1.9M reactions from patents (1976-2016). The task is: Predict the reactants needed to synthesize the given product. Given the product [OH:40][CH2:39]/[CH:38]=[CH:37]\[C:2]1[CH:7]=[C:6]([F:8])[CH:5]=[CH:4][C:3]=1[S:9]([N:12]([C:17]1[C:26]([C:27]([O:29][CH3:30])=[O:28])=[C:25]2[C:20]([CH:21]3[CH2:31][CH:22]3[CH2:23][O:24]2)=[CH:19][CH:18]=1)[C:13]([O:15][CH3:16])=[O:14])(=[O:11])=[O:10], predict the reactants needed to synthesize it. The reactants are: Br[C:2]1[CH:7]=[C:6]([F:8])[CH:5]=[CH:4][C:3]=1[S:9]([N:12]([C:17]1[C:26]([C:27]([O:29][CH3:30])=[O:28])=[C:25]2[C:20]([CH:21]3[CH2:31][CH:22]3[CH2:23][O:24]2)=[CH:19][CH:18]=1)[C:13]([O:15][CH3:16])=[O:14])(=[O:11])=[O:10].C([Sn](CCCC)(CCCC)/[CH:37]=[CH:38]\[CH2:39][OH:40])CCC.F[B-](F)(F)F.C([PH+](C(C)(C)C)C(C)(C)C)(C)(C)C.